From a dataset of NCI-60 drug combinations with 297,098 pairs across 59 cell lines. Regression. Given two drug SMILES strings and cell line genomic features, predict the synergy score measuring deviation from expected non-interaction effect. (1) Drug 1: CS(=O)(=O)C1=CC(=C(C=C1)C(=O)NC2=CC(=C(C=C2)Cl)C3=CC=CC=N3)Cl. Drug 2: C1CN(P(=O)(OC1)NCCCl)CCCl. Cell line: ACHN. Synergy scores: CSS=-1.79, Synergy_ZIP=1.86, Synergy_Bliss=1.12, Synergy_Loewe=-1.93, Synergy_HSA=-1.29. (2) Drug 1: C1=NC2=C(N=C(N=C2N1C3C(C(C(O3)CO)O)F)Cl)N. Drug 2: COCCOC1=C(C=C2C(=C1)C(=NC=N2)NC3=CC=CC(=C3)C#C)OCCOC.Cl. Cell line: ACHN. Synergy scores: CSS=31.4, Synergy_ZIP=-3.16, Synergy_Bliss=-1.26, Synergy_Loewe=-1.18, Synergy_HSA=1.04. (3) Drug 2: CC1CCCC2(C(O2)CC(NC(=O)CC(C(C(=O)C(C1O)C)(C)C)O)C(=CC3=CSC(=N3)C)C)C. Synergy scores: CSS=47.8, Synergy_ZIP=2.99, Synergy_Bliss=-0.0789, Synergy_Loewe=-27.8, Synergy_HSA=-1.71. Drug 1: C(CN)CNCCSP(=O)(O)O. Cell line: HT29. (4) Drug 1: C1CCC(C1)C(CC#N)N2C=C(C=N2)C3=C4C=CNC4=NC=N3. Drug 2: CN1CCC(CC1)COC2=C(C=C3C(=C2)N=CN=C3NC4=C(C=C(C=C4)Br)F)OC. Cell line: NCIH23. Synergy scores: CSS=12.5, Synergy_ZIP=-3.29, Synergy_Bliss=-0.619, Synergy_Loewe=-1.36, Synergy_HSA=-0.370. (5) Drug 1: CC12CCC(CC1=CCC3C2CCC4(C3CC=C4C5=CN=CC=C5)C)O. Drug 2: CCC1=C2CN3C(=CC4=C(C3=O)COC(=O)C4(CC)O)C2=NC5=C1C=C(C=C5)O. Cell line: U251. Synergy scores: CSS=44.1, Synergy_ZIP=-1.10, Synergy_Bliss=-1.72, Synergy_Loewe=-14.3, Synergy_HSA=-0.0479. (6) Drug 1: C1=CC(=CC=C1CCC2=CNC3=C2C(=O)NC(=N3)N)C(=O)NC(CCC(=O)O)C(=O)O. Drug 2: C1CCC(CC1)NC(=O)N(CCCl)N=O. Cell line: LOX IMVI. Synergy scores: CSS=54.0, Synergy_ZIP=-5.06, Synergy_Bliss=-5.15, Synergy_Loewe=-4.15, Synergy_HSA=-0.490. (7) Drug 1: CC=C1C(=O)NC(C(=O)OC2CC(=O)NC(C(=O)NC(CSSCCC=C2)C(=O)N1)C(C)C)C(C)C. Drug 2: CS(=O)(=O)CCNCC1=CC=C(O1)C2=CC3=C(C=C2)N=CN=C3NC4=CC(=C(C=C4)OCC5=CC(=CC=C5)F)Cl. Cell line: CAKI-1. Synergy scores: CSS=68.8, Synergy_ZIP=-1.43, Synergy_Bliss=-2.07, Synergy_Loewe=-37.8, Synergy_HSA=-0.496. (8) Drug 1: CNC(=O)C1=NC=CC(=C1)OC2=CC=C(C=C2)NC(=O)NC3=CC(=C(C=C3)Cl)C(F)(F)F. Drug 2: C#CCC(CC1=CN=C2C(=N1)C(=NC(=N2)N)N)C3=CC=C(C=C3)C(=O)NC(CCC(=O)O)C(=O)O. Cell line: UACC62. Synergy scores: CSS=-0.607, Synergy_ZIP=-0.506, Synergy_Bliss=0.299, Synergy_Loewe=-0.762, Synergy_HSA=-0.762. (9) Drug 1: C1=NC2=C(N=C(N=C2N1C3C(C(C(O3)CO)O)O)F)N. Drug 2: CC1=C(C(=CC=C1)Cl)NC(=O)C2=CN=C(S2)NC3=CC(=NC(=N3)C)N4CCN(CC4)CCO. Cell line: A498. Synergy scores: CSS=4.21, Synergy_ZIP=0.0747, Synergy_Bliss=1.93, Synergy_Loewe=-2.32, Synergy_HSA=-1.32.